Dataset: Forward reaction prediction with 1.9M reactions from USPTO patents (1976-2016). Task: Predict the product of the given reaction. (1) Given the reactants Br[C:2]1[CH:7]=[CH:6][C:5]([O:8][CH3:9])=[C:4]([F:10])[CH:3]=1.[C:11]([Cu])#[N:12], predict the reaction product. The product is: [F:10][C:4]1[CH:3]=[C:2]([CH:7]=[CH:6][C:5]=1[O:8][CH3:9])[C:11]#[N:12]. (2) Given the reactants [CH3:1][N:2]([S:22]([CH3:25])(=[O:24])=[O:23])[C:3]1[CH:8]=[CH:7][CH:6]=[CH:5][C:4]=1[N:9]1[CH2:14][CH2:13][N:12](C(OC(C)(C)C)=O)[CH2:11][CH2:10]1.Cl.CCN(C(C)C)C(C)C.[NH:36]([C:49]([O:51][C:52]([CH3:55])([CH3:54])[CH3:53])=[O:50])[C@@H:37]([C:46](O)=[O:47])[CH2:38][C:39]1[CH:44]=[CH:43][C:42]([Cl:45])=[CH:41][CH:40]=1.CCN=C=NCCCN(C)C.CI.C1C=NC2N(O)N=NC=2C=1, predict the reaction product. The product is: [Cl:45][C:42]1[CH:43]=[CH:44][C:39]([CH2:38][C@@H:37]([NH:36][C:49]([O:51][C:52]([CH3:55])([CH3:54])[CH3:53])=[O:50])[C:46]([N:12]2[CH2:13][CH2:14][N:9]([C:4]3[CH:5]=[CH:6][CH:7]=[CH:8][C:3]=3[N:2]([CH3:1])[S:22]([CH3:25])(=[O:24])=[O:23])[CH2:10][CH2:11]2)=[O:47])=[CH:40][CH:41]=1. (3) Given the reactants Cl[C:2]1[CH:7]=[N:6][CH:5]=[C:4]([Cl:8])[N:3]=1.[CH:9]1[C:18]2[C:13](=[CH:14][CH:15]=[CH:16][CH:17]=2)[CH:12]=[CH:11][C:10]=1B(O)O.C(=O)([O-])[O-].[K+].[K+], predict the reaction product. The product is: [Cl:8][C:4]1[CH:5]=[N:6][CH:7]=[C:2]([C:11]2[CH:10]=[CH:9][C:18]3[C:13](=[CH:14][CH:15]=[CH:16][CH:17]=3)[CH:12]=2)[N:3]=1. (4) Given the reactants Br[C:2]1[CH:14]=[CH:13][C:5]([C:6]([O:8][C:9]([CH3:12])([CH3:11])[CH3:10])=[O:7])=[CH:4][C:3]=1[Cl:15].[Cl-].[Li+].C([Mg]Cl)(C)C.[O:23]1[CH2:25][C:24]21[CH:32]1[CH2:33][CH:28]3[CH2:29][CH:30]([CH2:34][CH:26]2[CH2:27]3)[CH2:31]1.B(F)(F)F.CCOCC, predict the reaction product. The product is: [CH:26]12[CH2:34][CH:30]3[CH2:29][CH:28]([CH2:33][CH:32]([CH2:31]3)[CH:24]1[CH:25]([OH:23])[C:2]1[CH:14]=[CH:13][C:5]([C:6]([O:8][C:9]([CH3:12])([CH3:11])[CH3:10])=[O:7])=[CH:4][C:3]=1[Cl:15])[CH2:27]2. (5) The product is: [NH2:11][C:5]1[CH:4]=[CH:3][C:2]([Br:1])=[CH:13][C:6]=1[C:7]([N:21]([CH2:22][CH3:23])[CH2:19][CH3:20])=[O:9]. Given the reactants [Br:1][C:2]1[CH:13]=[C:6]2[C:7]([O:9]C(=O)[NH:11][C:5]2=[CH:4][CH:3]=1)=O.C1COCC1.[CH2:19]([NH:21][CH2:22][CH3:23])[CH3:20], predict the reaction product. (6) Given the reactants [NH2:1][C:2]1[N:7]=[C:6]([N:8]2[C@H:13]([CH3:14])[CH2:12][CH2:11][C@H:10]([C:15]([OH:17])=O)[CH2:9]2)[CH:5]=[C:4]([C:18]2[CH:23]=[CH:22][C:21]([C:24]#[N:25])=[C:20]([F:26])[CH:19]=2)[N:3]=1.CN(C(ON1N=NC2C=CC=NC1=2)=[N+](C)C)C.F[P-](F)(F)(F)(F)F.CCN(C(C)C)C(C)C.[CH3:60][CH:61]1[CH2:66][CH2:65][CH2:64][CH2:63][CH:62]1[NH2:67], predict the reaction product. The product is: [NH2:1][C:2]1[N:7]=[C:6]([N:8]2[C@H:13]([CH3:14])[CH2:12][CH2:11][C@H:10]([C:15]([NH:67][CH:62]3[CH2:63][CH2:64][CH2:65][CH2:66][CH:61]3[CH3:60])=[O:17])[CH2:9]2)[CH:5]=[C:4]([C:18]2[CH:23]=[CH:22][C:21]([C:24]#[N:25])=[C:20]([F:26])[CH:19]=2)[N:3]=1. (7) Given the reactants [Si]([O:8][C@@H:9]1[C@@:34]2([CH3:35])[C:13](=[CH:14][CH:15]=[C:16]3[C@@H:33]2[CH2:32][CH2:31][C@@:30]2([CH3:36])[C@H:17]3[CH2:18][CH:19]=[C:20]2[C:21]([O:24][CH2:25][C:26]([OH:29])([CH3:28])[CH3:27])([CH3:23])[CH3:22])[CH2:12][C@@H:11]([O:37][Si](C(C)(C)C)(C)C)[CH2:10]1)(C(C)(C)C)(C)C.O1CCCC1.[F-].C([N+](CCCC)(CCCC)CCCC)CCC, predict the reaction product. The product is: [OH:8][C@@H:9]1[C@@:34]2([CH3:35])[C:13](=[CH:14][CH:15]=[C:16]3[C@@H:33]2[CH2:32][CH2:31][C@@:30]2([CH3:36])[C@H:17]3[CH2:18][CH:19]=[C:20]2[C:21]([O:24][CH2:25][C:26]([OH:29])([CH3:27])[CH3:28])([CH3:22])[CH3:23])[CH2:12][C@@H:11]([OH:37])[CH2:10]1.